Task: Predict the reaction yield, written as a fraction of the theoretical maximum amount of product (1.0 means a 100% yield; for example, 0.34 means a 34% yield).. Dataset: Reaction yield outcomes from USPTO patents with 853,638 reactions (1) The reactants are [C:1]([O:5][C:6]([N:8]1[CH2:17][CH2:16][C:15]2[C:10](=[CH:11][C:12]([C:18]3[N:26]4[C:21]([C:22]([NH2:27])=[N:23][CH:24]=[N:25]4)=[CH:20][CH:19]=3)=[CH:13][CH:14]=2)[CH2:9]1)=[O:7])([CH3:4])([CH3:3])[CH3:2].[Br:28]N1C(C)(C)C(=O)N(Br)C1=O. The catalyst is C1COCC1. The product is [C:1]([O:5][C:6]([N:8]1[CH2:17][CH2:16][C:15]2[C:10](=[CH:11][C:12]([C:18]3[N:26]4[C:21]([C:22]([NH2:27])=[N:23][CH:24]=[N:25]4)=[C:20]([Br:28])[CH:19]=3)=[CH:13][CH:14]=2)[CH2:9]1)=[O:7])([CH3:4])([CH3:2])[CH3:3]. The yield is 0.720. (2) The reactants are [F:1][C:2]1[CH:3]=[CH:4][C:5]([CH3:19])=[C:6]([C:8]2[CH:17]=[C:16]3[C:11]([CH:12]=[C:13]([NH2:18])[N:14]=[CH:15]3)=[CH:10][CH:9]=2)[CH:7]=1.Cl[C:21]([O:23][CH:24]([CH3:26])[CH3:25])=[O:22]. The product is [F:1][C:2]1[CH:3]=[CH:4][C:5]([CH3:19])=[C:6]([C:8]2[CH:17]=[C:16]3[C:11]([CH:12]=[C:13]([NH:18][C:21](=[O:22])[O:23][CH:24]([CH3:26])[CH3:25])[N:14]=[CH:15]3)=[CH:10][CH:9]=2)[CH:7]=1. The catalyst is N1C=CC=CC=1. The yield is 0.740. (3) The reactants are [CH3:1][C:2]1[N:7]=[C:6]([NH2:8])[CH:5]=[CH:4][CH:3]=1.[I:9](O)(=O)(=O)=O.S(=O)(=O)(O)O.II. The catalyst is C(O)(=O)C.O. The product is [I:9][C:3]1[CH:4]=[CH:5][C:6]([NH2:8])=[N:7][C:2]=1[CH3:1]. The yield is 0.770. (4) The reactants are C([O:3][C:4]([C:6]1[NH:10][C:9]2[C:11]([Br:14])=[CH:12][S:13][C:8]=2[CH:7]=1)=[O:5])C.[Br:14][C:11]1[C:9]2[NH:10][C:6]([C:4]([OH:3])=[O:5])=[CH:7][C:8]=2[S:13][CH:12]=1.[OH-].[K+]. The catalyst is O.CO. The product is [Br:14][C:11]1[C:9]2[NH:10][C:6]([C:4]([OH:5])=[O:3])=[CH:7][C:8]=2[S:13][CH:12]=1. The yield is 0.840. (5) The reactants are O1CCCCC1[N:7]1[C:15]2[C:10](=[CH:11][C:12]([C:16]3[N:20]=[CH:19][N:18](C(C4C=CC=CC=4)(C4C=CC=CC=4)C4C=CC=CC=4)[N:17]=3)=[CH:13][CH:14]=2)[C:9]([C:40]2[CH:45]=[CH:44][C:43]([NH2:46])=[CH:42][CH:41]=2)=[N:8]1.Cl.[CH3:48][N:49]([CH3:54])[CH2:50][C:51](O)=[O:52].ON1C2C=CC=CC=2N=N1.Cl.C(N=C=NCCCN(C)C)C. The catalyst is C(Cl)Cl. The product is [NH:18]1[CH:19]=[N:20][C:16]([C:12]2[CH:11]=[C:10]3[C:15](=[CH:14][CH:13]=2)[NH:7][N:8]=[C:9]3[C:40]2[CH:45]=[CH:44][C:43]([NH:46][C:51](=[O:52])[CH2:50][N:49]([CH3:54])[CH3:48])=[CH:42][CH:41]=2)=[N:17]1. The yield is 0.160. (6) The reactants are [NH2:1][C:2]1[N:7]([C:8]2[CH:13]=[CH:12][C:11]([I:14])=[CH:10][C:9]=2[F:15])[C:6](=[O:16])[N:5]([CH:17]2[CH2:19][CH2:18]2)[C:4](=[O:20])[CH:3]=1.[CH3:21][N:22]([CH3:25])[CH:23]=O.COC(OC)N(C)C.C(O)(C)C. The catalyst is O. The product is [CH:17]1([N:5]2[C:4](=[O:20])[CH:3]=[C:2]([N:1]=[CH:21][N:22]([CH3:25])[CH3:23])[N:7]([C:8]3[CH:13]=[CH:12][C:11]([I:14])=[CH:10][C:9]=3[F:15])[C:6]2=[O:16])[CH2:18][CH2:19]1. The yield is 0.920.